Dataset: Catalyst prediction with 721,799 reactions and 888 catalyst types from USPTO. Task: Predict which catalyst facilitates the given reaction. (1) Reactant: C1(P(C2C=CC=CC=2)C2C=CC=CC=2)C=CC=CC=1.[N:20]([C:23]1[C:32]2[CH:31]=[N:30][C:29]([S:33][CH3:34])=[N:28][C:27]=2[N:26]([CH:35]2[CH2:39][CH2:38][CH2:37][CH2:36]2)[C:25](=[O:40])[CH:24]=1)=[N+]=[N-].Cl.C([O-])(O)=O.[Na+]. Product: [NH2:20][C:23]1[C:32]2[CH:31]=[N:30][C:29]([S:33][CH3:34])=[N:28][C:27]=2[N:26]([CH:35]2[CH2:39][CH2:38][CH2:37][CH2:36]2)[C:25](=[O:40])[CH:24]=1. The catalyst class is: 1. (2) Reactant: C([O:3][C:4](=[O:36])[CH2:5][CH:6]1[C:15]2[C:10](=[CH:11][C:12]([O:16][CH2:17][C:18]3[CH:23]=[CH:22][C:21]([C:24]4[CH:29]=[C:28]([CH3:30])[CH:27]=[CH:26][C:25]=4[O:31][CH2:32][CH2:33][CH2:34][CH3:35])=[CH:20][CH:19]=3)=[CH:13][CH:14]=2)[CH2:9][CH2:8][CH2:7]1)C. Product: [CH2:32]([O:31][C:25]1[CH:26]=[CH:27][C:28]([CH3:30])=[CH:29][C:24]=1[C:21]1[CH:22]=[CH:23][C:18]([CH2:17][O:16][C:12]2[CH:11]=[C:10]3[C:15](=[CH:14][CH:13]=2)[CH:6]([CH2:5][C:4]([OH:36])=[O:3])[CH2:7][CH2:8][CH2:9]3)=[CH:19][CH:20]=1)[CH2:33][CH2:34][CH3:35]. The catalyst class is: 611. (3) Reactant: C(O)(=O)C.[CH3:5][O:6][C:7]1[CH:8]=[CH:9][C:10]2[N:15]=[CH:14][C:13](=[O:16])[N:12]([CH2:17][CH2:18][CH:19]=O)[C:11]=2[N:21]=1.[NH2:22][C@@H:23]1[CH2:27][N:26]([C:28]2[CH:29]=[CH:30][C:31]3[O:32][CH2:33][C:34](=[O:38])[NH:35][C:36]=3[N:37]=2)[C:25](=[O:39])[CH2:24]1.C(O[BH-](OC(=O)C)OC(=O)C)(=O)C.[Na+].C(=O)([O-])O.[Na+]. Product: [CH3:5][O:6][C:7]1[CH:8]=[CH:9][C:10]2[N:15]=[CH:14][C:13](=[O:16])[N:12]([CH2:17][CH2:18][CH2:19][NH:22][C@@H:23]3[CH2:27][N:26]([C:28]4[CH:29]=[CH:30][C:31]5[O:32][CH2:33][C:34](=[O:38])[NH:35][C:36]=5[N:37]=4)[C:25](=[O:39])[CH2:24]3)[C:11]=2[N:21]=1. The catalyst class is: 9. (4) Reactant: [Br:1][C:2]1[CH:3]=[C:4]([CH2:8][C:9]([O:11][CH3:12])=[O:10])[CH:5]=[CH:6][CH:7]=1.[Br:13]N1C(=O)CCC1=O.N(C(C)(C)C#N)=NC(C)(C)C#N. Product: [Br:13][CH:8]([C:4]1[CH:5]=[CH:6][CH:7]=[C:2]([Br:1])[CH:3]=1)[C:9]([O:11][CH3:12])=[O:10]. The catalyst class is: 53.